Dataset: Reaction yield outcomes from USPTO patents with 853,638 reactions. Task: Predict the reaction yield, written as a fraction of the theoretical maximum amount of product (1.0 means a 100% yield; for example, 0.34 means a 34% yield). (1) The reactants are [Cl:1][C:2]1[CH:7]=[CH:6][C:5]([N:8]2[C:16]([CH:17]([CH:21]3[CH2:26][CH2:25][CH2:24][CH2:23][CH2:22]3)[C:18]([OH:20])=[O:19])=[C:15]3[C:10]([CH2:11][CH2:12][CH2:13][CH2:14]3)=[N:9]2)=[CH:4][CH:3]=1.[C:27](Cl)(=O)C(Cl)=O. The catalyst is C(Cl)Cl.CN(C=O)C. The product is [CH3:27][O:19][C:18](=[O:20])[CH:17]([C:16]1[N:8]([C:5]2[CH:6]=[CH:7][C:2]([Cl:1])=[CH:3][CH:4]=2)[N:9]=[C:10]2[C:15]=1[CH2:14][CH2:13][CH2:12][CH2:11]2)[CH:21]1[CH2:26][CH2:25][CH2:24][CH2:23][CH2:22]1. The yield is 0.955. (2) The reactants are [CH3:1][O:2][C:3]1[CH:11]=[C:10]([O:12][C:13]([F:16])([F:15])[F:14])[CH:9]=[CH:8][C:4]=1[C:5]([OH:7])=O.S(Cl)(Cl)=O.[CH:21]1([N:24]([C@H:34]2[C:43]3[CH:42]=[C:41]([F:44])[CH:40]=[CH:39][C:38]=3[NH:37][C@H:36]3[CH2:45][CH2:46][CH2:47][C@@H:35]23)[C:25](=[O:33])[CH2:26][CH2:27][C:28]([O:30][CH2:31][CH3:32])=[O:29])[CH2:23][CH2:22]1.CCN(C(C)C)C(C)C. The catalyst is CN(C1C=CN=CC=1)C.ClCCl. The product is [CH:21]1([N:24]([C@H:34]2[C:43]3[CH:42]=[C:41]([F:44])[CH:40]=[CH:39][C:38]=3[N:37]([C:5](=[O:7])[C:4]3[CH:8]=[CH:9][C:10]([O:12][C:13]([F:16])([F:15])[F:14])=[CH:11][C:3]=3[O:2][CH3:1])[C@H:36]3[CH2:45][CH2:46][CH2:47][C@@H:35]23)[C:25](=[O:33])[CH2:26][CH2:27][C:28]([O:30][CH2:31][CH3:32])=[O:29])[CH2:23][CH2:22]1. The yield is 0.615. (3) The reactants are [Br:1][C:2]1[CH:3]=[C:4]([CH2:14]O)[CH:5]=[CH:6][C:7]=1[O:8][CH2:9][C:10]([F:13])([F:12])[F:11].C(N(CC)CC)C.CS([Cl:27])(=O)=O. The catalyst is C(Cl)Cl. The product is [Br:1][C:2]1[CH:3]=[C:4]([CH2:14][Cl:27])[CH:5]=[CH:6][C:7]=1[O:8][CH2:9][C:10]([F:13])([F:12])[F:11]. The yield is 0.820. (4) The reactants are Br[C:2]1[C:7](=[O:8])[N:6]([CH2:9][C:10]2[CH:15]=[CH:14][C:13]([C:16]3[C:17]([C:22]#[N:23])=[CH:18][CH:19]=[CH:20][CH:21]=3)=[CH:12][CH:11]=2)[C:5]([CH2:24][CH2:25][CH3:26])=[N:4][C:3]=1[CH2:27][CH3:28].[F:29][C:30]1[CH:31]=[C:32](B(O)O)[CH:33]=[CH:34][C:35]=1[O:36][CH:37]([CH3:39])[CH3:38].C(=O)([O-])[O-].[Cs+].[Cs+]. The catalyst is O1CCOCC1.C(OCC)(=O)C.C1C=CC(P(C2C=CC=CC=2)[C-]2C=CC=C2)=CC=1.C1C=CC(P(C2C=CC=CC=2)[C-]2C=CC=C2)=CC=1.Cl[Pd]Cl.[Fe+2]. The product is [CH2:27]([C:3]1[N:4]=[C:5]([CH2:24][CH2:25][CH3:26])[N:6]([CH2:9][C:10]2[CH:11]=[CH:12][C:13]([C:16]3[C:17]([C:22]#[N:23])=[CH:18][CH:19]=[CH:20][CH:21]=3)=[CH:14][CH:15]=2)[C:7](=[O:8])[C:2]=1[C:32]1[CH:33]=[CH:34][C:35]([O:36][CH:37]([CH3:38])[CH3:39])=[C:30]([F:29])[CH:31]=1)[CH3:28]. The yield is 0.910. (5) The reactants are [Cl:1][C:2]1[CH:28]=[CH:27][C:5]([CH2:6][C:7]2[C:16]([OH:17])=[C:15]([C:18]([OH:20])=[O:19])[C:14]3[C:9](=[C:10](C4C=CC=CC=4)[CH:11]=[CH:12][CH:13]=3)[N:8]=2)=[CH:4][CH:3]=1.[F:29][C:30]([F:44])([F:43])[O:31]C1C=C2C(=CC=1)NC(=O)C2=O.C(OCC(=O)CC1C=CC(Cl)=CC=1)(=O)C. No catalyst specified. The product is [Cl:1][C:2]1[CH:3]=[CH:4][C:5]([CH2:6][C:7]2[C:16]([OH:17])=[C:15]([C:18]([OH:20])=[O:19])[C:14]3[C:9](=[CH:10][CH:11]=[C:12]([O:31][C:30]([F:44])([F:43])[F:29])[CH:13]=3)[N:8]=2)=[CH:27][CH:28]=1. The yield is 0.500. (6) The product is [CH2:1]([NH:14][CH2:13][CH:12]([O:15][CH2:16][CH3:17])[O:11][CH2:9][CH3:10])[C:2]1[CH:7]=[CH:6][CH:5]=[CH:4][CH:3]=1. The reactants are [CH:1](=O)[C:2]1[CH:7]=[CH:6][CH:5]=[CH:4][CH:3]=1.[CH2:9]([O:11][CH:12]([O:15][CH2:16][CH3:17])[CH2:13][NH2:14])[CH3:10].C(O[BH-](OC(=O)C)OC(=O)C)(=O)C. The yield is 0.700. The catalyst is O1CCCC1.C(OCC)(=O)C.